Predict the product of the given reaction. From a dataset of Forward reaction prediction with 1.9M reactions from USPTO patents (1976-2016). (1) Given the reactants [Br:1][C:2]1[CH:7]=[CH:6][CH:5]=[CH:4][C:3]=1[S:8][CH2:9][C:10]([OH:12])=O.[CH:13]([NH:16][NH:17][C:18](=[O:25])[C:19]1[CH:24]=[CH:23][CH:22]=[CH:21][CH:20]=1)([CH3:15])[CH3:14].C(N(CC)CC)C.C1C=CC2N(O)N=NC=2C=1.CCN=C=NCCCN(C)C, predict the reaction product. The product is: [Br:1][C:2]1[CH:7]=[CH:6][CH:5]=[CH:4][C:3]=1[S:8][CH2:9][C:10]([N:16]([CH:13]([CH3:15])[CH3:14])[NH:17][C:18](=[O:25])[C:19]1[CH:24]=[CH:23][CH:22]=[CH:21][CH:20]=1)=[O:12]. (2) Given the reactants [F:1][C:2]1[CH:3]=[C:4]2[C:9](=[CH:10][CH:11]=1)[N:8]=[C:7]([NH:12][C:13](=[O:17])OCC)[C:6]([O:18][CH3:19])=[N:5]2.[C:20]([C:23]1[CH:28]=[CH:27][C:26]([N:29]2[CH2:34][CH2:33][NH:32][CH2:31][CH2:30]2)=[CH:25][CH:24]=1)(=[O:22])[CH3:21], predict the reaction product. The product is: [F:1][C:2]1[CH:3]=[C:4]2[C:9](=[CH:10][CH:11]=1)[N:8]=[C:7]([NH:12][C:13]([N:32]1[CH2:31][CH2:30][N:29]([C:26]3[CH:25]=[CH:24][C:23]([C:20](=[O:22])[CH3:21])=[CH:28][CH:27]=3)[CH2:34][CH2:33]1)=[O:17])[C:6]([O:18][CH3:19])=[N:5]2. (3) Given the reactants [F:1][C:2]1[CH:7]=[C:6]([N:8]2[C@H:12]([CH3:13])[CH2:11][CH2:10][S:9]2(=[O:15])=[O:14])[CH:5]=[CH:4][C:3]=1[C:16]([N:18]1[CH2:23][CH2:22][N:21]([C:24]2[C:29]([CH3:30])=[CH:28][C:27]([CH3:31])=[C:26]([CH3:32])[N:25]=2)[CH2:20][CH2:19]1)=[O:17].[ClH:33].C(OCC)(=O)C, predict the reaction product. The product is: [ClH:33].[F:1][C:2]1[CH:7]=[C:6]([N:8]2[C@H:12]([CH3:13])[CH2:11][CH2:10][S:9]2(=[O:15])=[O:14])[CH:5]=[CH:4][C:3]=1[C:16]([N:18]1[CH2:19][CH2:20][N:21]([C:24]2[C:29]([CH3:30])=[CH:28][C:27]([CH3:31])=[C:26]([CH3:32])[N:25]=2)[CH2:22][CH2:23]1)=[O:17].